Dataset: HIV replication inhibition screening data with 41,000+ compounds from the AIDS Antiviral Screen. Task: Binary Classification. Given a drug SMILES string, predict its activity (active/inactive) in a high-throughput screening assay against a specified biological target. (1) The molecule is COC(=O)C1C(=O)NC2(C)CC1c1ccccc1O2. The result is 0 (inactive). (2) The result is 0 (inactive). The compound is COc1ccc(C=C2CCS(=O)(=O)c3ccccc3C2=O)cc1OC.